The task is: Predict the reactants needed to synthesize the given product.. This data is from Full USPTO retrosynthesis dataset with 1.9M reactions from patents (1976-2016). (1) Given the product [ClH:23].[ClH:43].[ClH:23].[NH2:8][C:9]1[CH:14]=[CH:13][C:12]([CH2:15][NH:16][C:17]2[C:22]([Cl:23])=[CH:21][N:20]=[C:19]([Cl:24])[N:18]=2)=[CH:11][C:10]=1[CH2:25][CH2:26][C:27]1[CH:32]=[N:31][CH:30]=[C:29]([NH2:33])[CH:28]=1, predict the reactants needed to synthesize it. The reactants are: C(OC([NH:8][C:9]1[CH:14]=[CH:13][C:12]([CH2:15][NH:16][C:17]2[C:22]([Cl:23])=[CH:21][N:20]=[C:19]([Cl:24])[N:18]=2)=[CH:11][C:10]=1[CH2:25][CH2:26][C:27]1[CH:28]=[C:29]([NH:33]C(=O)OC(C)(C)C)[CH:30]=[N:31][CH:32]=1)=O)(C)(C)C.CO.[ClH:43]. (2) The reactants are: Br[C:2]1[CH:10]=[CH:9][CH:8]=[C:7]2[C:3]=1[C:4]([C:18]([N:20]1[CH2:25][CH2:24][CH:23]([C:26]3[CH:27]=[C:28]([CH:37]=[CH:38][C:39]=3[F:40])[CH2:29][NH:30][C:31](=[O:36])[C:32]([F:35])([F:34])[F:33])[CH2:22][CH2:21]1)=[O:19])=[CH:5][N:6]2[CH2:11][CH2:12][O:13][C:14]([F:17])([F:16])[F:15].[CH2:41]([N:44]1[CH:48]=[C:47](B(O)O)[CH:46]=[N:45]1)[CH2:42][CH3:43].C(=O)([O-])[O-].[Cs+].[Cs+].C(Cl)Cl. Given the product [F:34][C:32]([F:33])([F:35])[C:31]([NH:30][CH2:29][C:28]1[CH:37]=[CH:38][C:39]([F:40])=[C:26]([CH:23]2[CH2:22][CH2:21][N:20]([C:18]([C:4]3[C:3]4[C:7](=[CH:8][CH:9]=[CH:10][C:2]=4[C:47]4[CH:46]=[N:45][N:44]([CH2:41][CH2:42][CH3:43])[CH:48]=4)[N:6]([CH2:11][CH2:12][O:13][C:14]([F:15])([F:16])[F:17])[CH:5]=3)=[O:19])[CH2:25][CH2:24]2)[CH:27]=1)=[O:36], predict the reactants needed to synthesize it. (3) Given the product [ClH:36].[ClH:36].[F:1][C:2]1[CH:35]=[CH:34][C:5]2[N:6]([CH2:15][C@H:16]3[CH2:20][CH2:19][CH2:18][N:17]3[CH2:21][CH2:22][C:23]3[CH:24]=[CH:25][C:26]([N:29]4[CH2:30][CH2:31][CH2:32][CH2:33]4)=[CH:27][CH:28]=3)[C:7]3[CH:14]=[CH:13][CH:12]=[CH:11][C:8]=3[O:9][CH2:10][C:4]=2[CH:3]=1, predict the reactants needed to synthesize it. The reactants are: [F:1][C:2]1[CH:35]=[CH:34][C:5]2[N:6]([CH2:15][C@H:16]3[CH2:20][CH2:19][CH2:18][N:17]3[CH2:21][CH2:22][C:23]3[CH:28]=[CH:27][C:26]([N:29]4[CH2:33][CH2:32][CH2:31][CH2:30]4)=[CH:25][CH:24]=3)[C:7]3[CH:14]=[CH:13][CH:12]=[CH:11][C:8]=3[O:9][CH2:10][C:4]=2[CH:3]=1.[ClH:36].CC(O)C.